This data is from Forward reaction prediction with 1.9M reactions from USPTO patents (1976-2016). The task is: Predict the product of the given reaction. (1) Given the reactants C([NH:8][C:9]([NH:11]C1C=NN(CC2C(C)=NOC=2C)C=1)=[O:10])C1C=CC=CC=1.[C:25](=[O:30])=[N:26][C:27](Cl)=[O:28], predict the reaction product. The product is: [NH:26]1[C:27](=[O:28])[NH:11][C:9](=[O:10])[NH:8][C:25]1=[O:30]. (2) Given the reactants C([O:4][CH2:5][C:6]([CH:16]([C:23]1[CH:24]=[C:25]2[C:29](=[CH:30][CH:31]=1)[N:28]([C:32]1[CH:37]=[CH:36][C:35]([F:38])=[CH:34][CH:33]=1)[N:27]=[CH:26]2)[C:17]1[CH:22]=[CH:21][CH:20]=[CH:19][CH:18]=1)([CH3:15])[C:7]([NH:9][C:10]1[S:11][CH:12]=[N:13][N:14]=1)=[O:8])(=O)C.Cl, predict the reaction product. The product is: [F:38][C:35]1[CH:34]=[CH:33][C:32]([N:28]2[C:29]3[C:25](=[CH:24][C:23]([CH:16]([C:17]4[CH:18]=[CH:19][CH:20]=[CH:21][CH:22]=4)[C:6]([CH2:5][OH:4])([CH3:15])[C:7]([NH:9][C:10]4[S:11][CH:12]=[N:13][N:14]=4)=[O:8])=[CH:31][CH:30]=3)[CH:26]=[N:27]2)=[CH:37][CH:36]=1. (3) The product is: [ClH:2].[Cl:14][C:6]1[C:7]([NH:9][CH:10]2[CH2:13][CH2:12][CH2:11]2)=[N:8][C:3]([NH:23][C:22]2[CH:21]=[CH:20][C:19]([O:18][CH:15]([CH3:17])[CH3:16])=[CH:25][CH:24]=2)=[N:4][CH:5]=1. Given the reactants Cl.[Cl:2][C:3]1[N:8]=[C:7]([NH:9][CH:10]2[CH2:13][CH2:12][CH2:11]2)[C:6]([Cl:14])=[CH:5][N:4]=1.[CH:15]([O:18][C:19]1[CH:25]=[CH:24][C:22]([NH2:23])=[CH:21][CH:20]=1)([CH3:17])[CH3:16], predict the reaction product. (4) Given the reactants F[P-](F)(F)(F)(F)F.N1(OC(N(C)C)=[N+](C)C)C2[N:13]=[CH:14][CH:15]=[CH:16][C:11]=2N=N1.[C:25]([O:29][C:30]([N:32]1[CH2:37][CH2:36][O:35][C@@H:34]([C:38]([OH:40])=O)[CH2:33]1)=[O:31])([CH3:28])([CH3:27])[CH3:26].C(N(C(C)C)CC)(C)C.N1CCCC1, predict the reaction product. The product is: [N:13]1([C:38]([C@@H:34]2[O:35][CH2:36][CH2:37][N:32]([C:30]([O:29][C:25]([CH3:26])([CH3:27])[CH3:28])=[O:31])[CH2:33]2)=[O:40])[CH2:14][CH2:15][CH2:16][CH2:11]1. (5) Given the reactants [ClH:1].[F:2][C:3]1[CH:12]=[C:11]([F:13])[CH:10]=[C:9]2[C:4]=1[CH2:5][CH2:6][C@H:7]([N:14]1[C:18]([CH2:19][NH2:20])=[CH:17][NH:16][C:15]1=[S:21])[CH2:8]2.C(O)C1C=CC=CC=1, predict the reaction product. The product is: [ClH:1].[F:2][C:3]1[CH:12]=[C:11]([F:13])[CH:10]=[C:9]2[C:4]=1[CH2:5][CH2:6][C@H:7]([N:14]1[C:18]([CH2:19][NH2:20])=[CH:17][NH:16][C:15]1=[S:21])[CH2:8]2.[CH:10]1[C:9]2[CH2:8][C@@H:7]([N:14]3[C:15]([SH:21])=[N:16][CH:17]=[C:18]3[CH2:19][NH2:20])[CH2:6][CH2:5][C:4]=2[C:3]([F:2])=[CH:12][C:11]=1[F:13].